Task: Predict the reactants needed to synthesize the given product.. Dataset: Full USPTO retrosynthesis dataset with 1.9M reactions from patents (1976-2016) (1) The reactants are: [F:1][C:2]1[CH:3]=[C:4]([CH:18]=[CH:19][C:20]=1[NH:21][C:22]([NH:24][C:25]1[CH:30]=[C:29]([CH3:31])[CH:28]=[CH:27][C:26]=1[F:32])=[O:23])[O:5][C:6]1[CH:11]=[CH:10][N:9]=[C:8]2[CH:12]=[C:13]([C:15]([OH:17])=O)[S:14][C:7]=12.CN(C(ON1N=NC2C=CC=NC1=2)=[N+](C)C)C.F[P-](F)(F)(F)(F)F.C(N(CC)C(C)C)(C)C.Cl.[NH2:67][CH2:68][CH2:69][CH2:70][C:71]([O:73][CH2:74][CH3:75])=[O:72].Cl. Given the product [F:1][C:2]1[CH:3]=[C:4]([CH:18]=[CH:19][C:20]=1[NH:21][C:22]([NH:24][C:25]1[CH:30]=[C:29]([CH3:31])[CH:28]=[CH:27][C:26]=1[F:32])=[O:23])[O:5][C:6]1[CH:11]=[CH:10][N:9]=[C:8]2[CH:12]=[C:13]([C:15]([NH:67][CH2:68][CH2:69][CH2:70][C:71]([O:73][CH2:74][CH3:75])=[O:72])=[O:17])[S:14][C:7]=12, predict the reactants needed to synthesize it. (2) Given the product [OH:16][CH:13]1[CH2:14][CH2:15][N:10]([C:2]2[CH:3]=[CH:4][C:5](=[O:9])[N:6]([CH3:8])[N:7]=2)[CH2:11][CH2:12]1, predict the reactants needed to synthesize it. The reactants are: Cl[C:2]1[CH:3]=[CH:4][C:5](=[O:9])[N:6]([CH3:8])[N:7]=1.[NH:10]1[CH2:15][CH2:14][CH:13]([OH:16])[CH2:12][CH2:11]1. (3) Given the product [NH2:30][C:4]1[S:3][C:2]([C:45]2[CH:46]=[CH:47][CH:48]=[CH:49][C:44]=2[C:42]#[N:43])=[N:6][C:5]=1[C:7]([NH:8][C:9]1[CH:10]=[N:11][N:12]([CH3:28])[C:13]=1[N:14]1[CH2:20][CH2:19][CH2:18][C@@H:17]([NH2:21])[CH2:16][CH2:15]1)=[O:29], predict the reactants needed to synthesize it. The reactants are: Br[C:2]1[S:3][C:4]([NH:30]C(=O)OC(C)(C)C)=[C:5]([C:7](=[O:29])[NH:8][C:9]2[CH:10]=[N:11][N:12]([CH3:28])[C:13]=2[N:14]2[CH2:20][CH2:19][CH2:18][C@@H:17]([NH:21]C(=O)C(F)(F)F)[CH2:16][CH2:15]2)[N:6]=1.O.O.[F-].[K+].[C:42]([C:44]1[CH:49]=[CH:48][CH:47]=[CH:46][C:45]=1B(O)O)#[N:43].C([O-])([O-])=O.[K+].[K+]. (4) Given the product [CH3:18][O:10][C:8](=[O:9])[C:7]1[CH:11]=[C:12]([OH:15])[CH:13]=[CH:14][C:6]=1[Br:5], predict the reactants needed to synthesize it. The reactants are: B(Br)(Br)Br.[Br:5][C:6]1[CH:14]=[CH:13][C:12]([O:15]C)=[CH:11][C:7]=1[C:8]([OH:10])=[O:9].Cl[CH2:18]Cl. (5) The reactants are: [CH3:1][O:2][C:3]([CH2:5][N:6]1[C:10](/[CH:11]=[C:12]2\[CH2:13][N:14]([C:19]([C:32]3[CH:37]=[CH:36][CH:35]=[CH:34][CH:33]=3)([C:26]3[CH:31]=[CH:30][CH:29]=[CH:28][CH:27]=3)[C:20]3[CH:25]=[CH:24][CH:23]=[CH:22][CH:21]=3)[CH2:15][CH2:16][CH:17]\2O)=[N:9][CH:8]=[N:7]1)=[O:4].[CH3:38][O:39][C:40]([CH2:42][N:43]1[CH:47]=[N:46][C:45](/[CH:48]=[C:49]2\[CH2:50][N:51]([C:56]([C:69]3[CH:74]=[CH:73][CH:72]=[CH:71][CH:70]=3)([C:63]3[CH:68]=[CH:67][CH:66]=[CH:65][CH:64]=3)[C:57]3[CH:62]=[CH:61][CH:60]=[CH:59][CH:58]=3)[CH2:52][CH2:53][CH:54]\2O)=[N:44]1)=[O:41].[C:75]([OH:78])(=[S:77])[CH3:76]. Given the product [C:75]([S:77][CH:17]1[CH2:16][CH2:15][N:14]([C:19]([C:20]2[CH:21]=[CH:22][CH:23]=[CH:24][CH:25]=2)([C:26]2[CH:31]=[CH:30][CH:29]=[CH:28][CH:27]=2)[C:32]2[CH:37]=[CH:36][CH:35]=[CH:34][CH:33]=2)[CH2:13]/[C:12]/1=[CH:11]\[C:10]1[N:6]([CH2:5][C:3]([O:2][CH3:1])=[O:4])[N:7]=[CH:8][N:9]=1)(=[O:78])[CH3:76].[C:75]([S:77][CH:54]1[CH2:53][CH2:52][N:51]([C:56]([C:57]2[CH:58]=[CH:59][CH:60]=[CH:61][CH:62]=2)([C:63]2[CH:68]=[CH:67][CH:66]=[CH:65][CH:64]=2)[C:69]2[CH:70]=[CH:71][CH:72]=[CH:73][CH:74]=2)[CH2:50]/[C:49]/1=[CH:48]\[C:45]1[N:46]=[CH:47][N:43]([CH2:42][C:40]([O:39][CH3:38])=[O:41])[N:44]=1)(=[O:78])[CH3:76], predict the reactants needed to synthesize it. (6) Given the product [CH:7]1[N:8]=[C:9]([C:11]([O:13][CH2:14][CH3:15])=[O:12])[N:1]2[CH:6]=[CH:5][CH:4]=[CH:3][C:2]=12, predict the reactants needed to synthesize it. The reactants are: [N:1]1[CH:6]=[CH:5][CH:4]=[CH:3][C:2]=1[CH2:7][NH:8][C:9]([C:11]([O:13][CH2:14][CH3:15])=[O:12])=O.O=P12OP3(OP(OP(O3)(O1)=O)(=O)O2)=O.